This data is from Full USPTO retrosynthesis dataset with 1.9M reactions from patents (1976-2016). The task is: Predict the reactants needed to synthesize the given product. Given the product [C:1]([N:5]([C:26](=[O:35])[C:27]1[CH:32]=[C:31]([CH3:33])[CH:30]=[C:29]([CH3:34])[CH:28]=1)[NH:6][C:7]([C:8]1[CH:13]=[CH:12][C:11]2[CH:14]=[N:38][N:37]([CH3:36])[B:16]([OH:17])[C:10]=2[CH:9]=1)=[O:25])([CH3:4])([CH3:3])[CH3:2], predict the reactants needed to synthesize it. The reactants are: [C:1]([N:5]([C:26](=[O:35])[C:27]1[CH:32]=[C:31]([CH3:33])[CH:30]=[C:29]([CH3:34])[CH:28]=1)[NH:6][C:7](=[O:25])[C:8]1[CH:13]=[CH:12][C:11]([CH:14]=O)=[C:10]([B:16]2OC(C)(C)C(C)(C)[O:17]2)[CH:9]=1)([CH3:4])([CH3:3])[CH3:2].[CH3:36][NH:37][NH2:38].C(Cl)Cl.